Dataset: Full USPTO retrosynthesis dataset with 1.9M reactions from patents (1976-2016). Task: Predict the reactants needed to synthesize the given product. (1) Given the product [OH:19][C:11]1[N:12]=[N+:13]([O-:14])[C:8]2[CH:7]=[C:6]([O:5][CH2:4][CH2:3][O:2][CH3:1])[CH:17]=[CH:16][C:9]=2[N:10]=1, predict the reactants needed to synthesize it. The reactants are: [CH3:1][O:2][CH2:3][CH2:4][O:5][C:6]1[CH:17]=[CH:16][C:9]2[N:10]=[C:11](N)[N:12]=[N+:13]([O-:14])[C:8]=2[CH:7]=1.N([O-])=[O:19].[Na+]. (2) Given the product [CH3:13][C:3]1[CH:4]=[C:5]([CH:11]=[CH:12][C:2]=1[B:19]1[O:23][C:22]([CH3:25])([CH3:24])[C:21]([CH3:27])([CH3:26])[O:20]1)[C:6]([N:8]([CH3:10])[CH3:9])=[O:7], predict the reactants needed to synthesize it. The reactants are: Br[C:2]1[CH:12]=[CH:11][C:5]([C:6]([N:8]([CH3:10])[CH3:9])=[O:7])=[CH:4][C:3]=1[CH3:13].C(O[K])(C)=O.[B:19]1([B:19]2[O:23][C:22]([CH3:25])([CH3:24])[C:21]([CH3:27])([CH3:26])[O:20]2)[O:23][C:22]([CH3:25])([CH3:24])[C:21]([CH3:27])([CH3:26])[O:20]1.N#N. (3) Given the product [Br:5][C:6]1[CH:14]=[CH:13][C:9]([C:10]([N:2]([O:3][CH3:4])[CH3:1])=[O:11])=[CH:8][C:7]=1[F:15], predict the reactants needed to synthesize it. The reactants are: [CH3:1][NH:2][O:3][CH3:4].[Br:5][C:6]1[CH:14]=[CH:13][C:9]([C:10](O)=[O:11])=[CH:8][C:7]=1[F:15].C(Cl)CCl.C1C=CC2N(O)N=NC=2C=1.CN1CCOCC1. (4) The reactants are: [Cl:1][C:2]1[N:7]=[C:6](Cl)[CH:5]=[C:4]([CH2:9][CH2:10][CH3:11])[N:3]=1.[CH3:12][C@@H:13]1[CH2:17][CH2:16][CH2:15][NH:14]1.C(N(C(C)C)CC)(C)C. Given the product [Cl:1][C:2]1[N:7]=[C:6]([N:14]2[CH2:15][CH2:16][CH2:17][C@H:13]2[CH3:12])[CH:5]=[C:4]([CH2:9][CH2:10][CH3:11])[N:3]=1, predict the reactants needed to synthesize it.